Task: Predict the reactants needed to synthesize the given product.. Dataset: Full USPTO retrosynthesis dataset with 1.9M reactions from patents (1976-2016) (1) Given the product [C:1]([NH:4][CH2:5][CH2:6][CH2:7][S:8]([O:11][CH2:12][C:13]([CH3:39])([CH3:38])[C@@H:14]([OH:30])[C:15]([O:17][CH2:18][CH2:19][O:20][C:21]([O:23][CH:24]1[CH2:29][CH2:28][CH2:27][CH2:26][CH2:25]1)=[O:22])=[O:16])(=[O:10])=[O:9])(=[O:3])[CH3:2], predict the reactants needed to synthesize it. The reactants are: [C:1]([NH:4][CH2:5][CH2:6][CH2:7][S:8]([O:11][CH2:12][C:13]([CH3:39])([CH3:38])[C@@H:14]([O:30]CC1C=CC=CC=1)[C:15]([O:17][CH2:18][CH2:19][O:20][C:21]([O:23][CH:24]1[CH2:29][CH2:28][CH2:27][CH2:26][CH2:25]1)=[O:22])=[O:16])(=[O:10])=[O:9])(=[O:3])[CH3:2]. (2) Given the product [F:1][C:2]1[CH:8]=[CH:7][C:5]([NH:6][C@@H:23]2[CH2:22][CH2:21][CH2:20][C@@H:19]3[C@:14]2([OH:13])[CH2:15][CH2:16][CH2:17][O:18]3)=[CH:4][CH:3]=1, predict the reactants needed to synthesize it. The reactants are: [F:1][C:2]1[CH:8]=[CH:7][C:5]([NH2:6])=[CH:4][CH:3]=1.C[Al](C)C.[O:13]1[C@@H:23]2[C@:14]31[C@@H:19]([CH2:20][CH2:21][CH2:22]2)[O:18][CH2:17][CH2:16][CH2:15]3.C(C(C(C([O-])=O)O)O)([O-])=O.[K+].[Na+]. (3) Given the product [NH2:13][CH:8]1[N:7]=[C:6]([CH3:24])[C:5]2[CH:25]=[CH:26][C:2]([Br:1])=[CH:3][C:4]=2[N:10]([CH3:11])[C:9]1=[O:12], predict the reactants needed to synthesize it. The reactants are: [Br:1][C:2]1[CH:26]=[CH:25][C:5]2[C:6]([CH3:24])=[N:7][CH:8]([NH:13]C(=O)OCC3C=CC=CC=3)[C:9](=[O:12])[N:10]([CH3:11])[C:4]=2[CH:3]=1.CS(O)(=O)=O.[OH-].[NH4+]. (4) Given the product [Br:1][C:2]1[CH:7]=[CH:6][C:5]([O:34][C:14]2[CH:19]=[CH:18][CH:17]=[CH:16][CH:15]=2)=[CH:4][C:3]=1[CH2:8][O:9][CH2:10][O:11][CH3:12], predict the reactants needed to synthesize it. The reactants are: [Br:1][C:2]1[CH:7]=[CH:6][CH:5]=[CH:4][C:3]=1[CH2:8][O:9][CH2:10][O:11][CH3:12].Br[C:14]1[CH:19]=[CH:18][C:17](C)=[CH:16][C:15]=1COCOC.BrC1C=CC(C[O:34]COC)=CC=1COCOC.BrC1C=CC(F)=CC=1COCOC.BrC1C2C(=CC=CC=2)C=CC=1COCOC.BrC1C=C(F)C=CC=1COCOC.C1(CC(C2C=CC=CC=2Br)OCOC)C=CC=CC=1.BrC1C=CC(OC2C=CC(C#N)=CC=2)=CC=1COCOC.BrC1C=C(OC2C=CC=C(C#N)C=2)C=CC=1COCOC.BrC1C=C(OC2C=CC(Cl)=CC=2)C=CC=1COCOC.BrC1C=C(OC2C=CC=CC=2)C=CC=1COCOC.BrC1C=CC(OC2C=CC(C#N)=C(C#N)C=2)=CC=1COCOC. (5) Given the product [F:1][C:2]1[CH:10]=[C:9]2[C:5]([C:6]([C:11]3[CH:12]=[CH:13][C:14]4[S:18](=[O:20])(=[O:19])[N:17]([CH2:21][CH2:22][N:23]5[C:27]([OH:32])=[CH:28][C:29]([CH3:31])=[N:24]5)[CH:16]([CH3:25])[C:15]=4[CH:26]=3)=[CH:7][NH:8]2)=[CH:4][CH:3]=1, predict the reactants needed to synthesize it. The reactants are: [F:1][C:2]1[CH:10]=[C:9]2[C:5]([C:6]([C:11]3[CH:12]=[CH:13][C:14]4[S:18](=[O:20])(=[O:19])[N:17]([CH2:21][CH2:22][NH:23][NH2:24])[CH:16]([CH3:25])[C:15]=4[CH:26]=3)=[CH:7][NH:8]2)=[CH:4][CH:3]=1.[C:27](OCC)(=[O:32])[CH2:28][C:29]([CH3:31])=O.